From a dataset of Catalyst prediction with 721,799 reactions and 888 catalyst types from USPTO. Predict which catalyst facilitates the given reaction. (1) Reactant: Br[C:2]1[C:7](=[O:8])[N:6]([CH2:9][C:10]2[CH:15]=[CH:14][C:13]([C:16]3[C:17]([C:22]#[N:23])=[CH:18][CH:19]=[CH:20][CH:21]=3)=[CH:12][CH:11]=2)[C:5]([CH2:24][CH2:25][CH3:26])=[N:4][C:3]=1[CH3:27].[C:28]1([OH:34])[CH:33]=[CH:32][CH:31]=[CH:30][CH:29]=1.[OH-].[K+].CS(C)=O. Product: [CH3:27][C:3]1[N:4]=[C:5]([CH2:24][CH2:25][CH3:26])[N:6]([CH2:9][C:10]2[CH:15]=[CH:14][C:13]([C:16]3[C:17]([C:22]#[N:23])=[CH:18][CH:19]=[CH:20][CH:21]=3)=[CH:12][CH:11]=2)[C:7](=[O:8])[C:2]=1[O:34][C:28]1[CH:33]=[CH:32][CH:31]=[CH:30][CH:29]=1. The catalyst class is: 13. (2) Reactant: [CH:1]([N:4]1[C:9]2=[N:10][C:11]([C:14]3[C:15]([CH3:31])=[N:16][C:17]([C:20]4[N:24](C5CCCCO5)[CH:23]=[N:22][N:21]=4)=[CH:18][CH:19]=3)=[CH:12][N:13]=[C:8]2[NH:7][CH2:6][C:5]1=[O:32])([CH3:3])[CH3:2].Cl. Product: [CH:1]([N:4]1[C:9]2=[N:10][C:11]([C:14]3[C:15]([CH3:31])=[N:16][C:17]([C:20]4[NH:24][CH:23]=[N:22][N:21]=4)=[CH:18][CH:19]=3)=[CH:12][N:13]=[C:8]2[NH:7][CH2:6][C:5]1=[O:32])([CH3:3])[CH3:2]. The catalyst class is: 8. (3) Reactant: [CH2:1]([N:8]1[CH:16]=[C:15]2[C:10]([CH:11]=[C:12]([C:17]3[CH:18]=[C:19]([CH:27]4[CH2:32][CH2:31][CH2:30][CH2:29][NH:28]4)[N:20]4[C:25]=3[C:24]([NH2:26])=[N:23][CH:22]=[N:21]4)[CH:13]=[CH:14]2)=[N:9]1)[C:2]1[CH:7]=[CH:6][CH:5]=[CH:4][CH:3]=1.[CH3:33][N:34]([CH3:39])[CH2:35][C:36](O)=[O:37].CCN=C=NCCCN(C)C.Cl.C1C=CC2N(O)N=NC=2C=1.C(N(CC)C(C)C)(C)C. Product: [CH2:1]([N:8]1[CH:16]=[C:15]2[C:10]([CH:11]=[C:12]([C:17]3[CH:18]=[C:19]([CH:27]4[CH2:32][CH2:31][CH2:30][CH2:29][N:28]4[C:36](=[O:37])[CH2:35][N:34]([CH3:39])[CH3:33])[N:20]4[C:25]=3[C:24]([NH2:26])=[N:23][CH:22]=[N:21]4)[CH:13]=[CH:14]2)=[N:9]1)[C:2]1[CH:3]=[CH:4][CH:5]=[CH:6][CH:7]=1. The catalyst class is: 3. (4) Reactant: [Cl:1][C:2]1[CH:7]=[CH:6][N:5]=[C:4]2[NH:8][C:9]([C:11]3[C:15]4=[N:16][C:17]([O:22][CH3:23])=[C:18]([O:20][CH3:21])[CH:19]=[C:14]4[N:13]([CH2:24][CH2:25][CH2:26][N:27]4[CH2:32][CH2:31][CH:30](O)[CH2:29][CH2:28]4)[CH:12]=3)=[CH:10][C:3]=12.ClC1C=CN=C2N(S(C3C=CC(C)=CC=3)(=O)=O)C(C3C4=N[C:50](OC)=[C:51]([O:53]C)C=C4N(CCCN4CCC(O)CC4)C=3)=CC=12.[OH-].[K+]. Product: [Cl:1][C:2]1[CH:7]=[CH:6][N:5]=[C:4]2[NH:8][C:9]([C:11]3[C:15]4=[N:16][C:17]([O:22][CH3:23])=[C:18]([O:20][CH3:21])[CH:19]=[C:14]4[N:13]([CH2:24][CH2:25][CH2:26][N:27]4[CH2:32][CH2:31][CH:30]([CH2:50][CH2:51][OH:53])[CH2:29][CH2:28]4)[CH:12]=3)=[CH:10][C:3]=12. The catalyst class is: 5. (5) Reactant: [F:1][C:2]1[CH:23]=[CH:22][C:5]([O:6][C:7]2[CH:12]=[CH:11][C:10]([C:13]3[O:14][CH2:15][CH:16]([C:18](OC)=[O:19])[N:17]=3)=[CH:9][CH:8]=2)=[CH:4][CH:3]=1.COC(=O)[C@H](CO)[NH:28]C(=O)C1C=CC(OC2C=CC(F)=CC=2)=CC=1.C1(P(C2C=CC=CC=2)C2C=CC=CC=2)C=CC=CC=1.C(N(C(C)C)CC)(C)C.C(Cl)(Cl)(Cl)Cl. Product: [F:1][C:2]1[CH:23]=[CH:22][C:5]([O:6][C:7]2[CH:12]=[CH:11][C:10]([C:13]3[O:14][CH:15]=[C:16]([C:18]([NH2:28])=[O:19])[N:17]=3)=[CH:9][CH:8]=2)=[CH:4][CH:3]=1. The catalyst class is: 10.